Dataset: Forward reaction prediction with 1.9M reactions from USPTO patents (1976-2016). Task: Predict the product of the given reaction. (1) Given the reactants [Cl:1][C:2]1[CH:7]=[CH:6][C:5]([C:8]2([C:11]3[N:15]4[CH:16]=[CH:17][CH:18]=[C:19]([C:20]([CH3:22])=[CH2:21])[C:14]4=[N:13][N:12]=3)[CH2:10][CH2:9]2)=[CH:4][CH:3]=1.[OH2:23].C[N+]1([O-])CC[O:28]CC1, predict the reaction product. The product is: [Cl:1][C:2]1[CH:7]=[CH:6][C:5]([C:8]2([C:11]3[N:15]4[CH:16]=[CH:17][CH:18]=[C:19]([C:20]([OH:28])([CH3:22])[CH2:21][OH:23])[C:14]4=[N:13][N:12]=3)[CH2:10][CH2:9]2)=[CH:4][CH:3]=1. (2) Given the reactants [C:1]([O:5][C@@H:6]([C:11]1[C:40]([CH3:41])=[CH:39][C:38]2=[N:42][C:35]3=[CH:36][N:37]2[C:12]=1[N:13]1[CH2:48][CH2:47][C:16]([CH3:49])([O:17][CH2:18][CH:19]=[CH:20][CH2:21][C@H:22]([CH3:46])[O:23][C:24]2[CH:25]=[C:26]([F:45])[C:27]([F:44])=[CH:28][C:29]=2[C:30]2[CH:43]=[C:34]3[CH:33]=[CH:32][CH:31]=2)[CH2:15][CH2:14]1)[C:7]([O:9]C)=[O:8])([CH3:4])([CH3:3])[CH3:2].C(O[C@@H](C1C(C)=CC2=NC3=CN2C=1N1CCC(C)(OCC=CC[C@H](C)OC2C=C(F)C=CC=2C2C=C3C=CC=2)CC1)C(O)=O)(C)(C)C, predict the reaction product. The product is: [C:1]([O:5][C@@H:6]([C:11]1[C:40]([CH3:41])=[CH:39][C:38]2=[N:42][C:35]3=[CH:36][N:37]2[C:12]=1[N:13]1[CH2:14][CH2:15][C:16]([CH3:49])([O:17][CH2:18][CH:19]=[CH:20][CH2:21][C@H:22]([CH3:46])[O:23][C:24]2[CH:25]=[C:26]([F:45])[C:27]([F:44])=[CH:28][C:29]=2[C:30]2[CH:43]=[C:34]3[CH:33]=[CH:32][CH:31]=2)[CH2:47][CH2:48]1)[C:7]([OH:9])=[O:8])([CH3:4])([CH3:2])[CH3:3]. (3) The product is: [NH2:1][C:4]1[CH:5]=[CH:6][C:7]([O:21][CH2:22][CH2:23][CH3:24])=[C:8]([C:10]2[NH:15][C:14](=[O:16])[C:13]([Br:17])=[C:12]([CH:18]([CH3:20])[CH3:19])[N:11]=2)[CH:9]=1. Given the reactants [N+:1]([C:4]1[CH:5]=[CH:6][C:7]([O:21][CH2:22][CH2:23][CH3:24])=[C:8]([C:10]2[NH:15][C:14](=[O:16])[C:13]([Br:17])=[C:12]([CH:18]([CH3:20])[CH3:19])[N:11]=2)[CH:9]=1)([O-])=O, predict the reaction product. (4) Given the reactants Br[C:2]1[CH:3]=[C:4]([NH:10][C:11]2[CH:16]=[CH:15][C:14]([N:17]3[CH2:20][CH:19]([OH:21])[CH2:18]3)=[CH:13][N:12]=2)[C:5](=[O:9])[N:6]([CH3:8])[CH:7]=1.C([O:25][CH2:26][C:27]1[C:32](B2OC(C)(C)C(C)(C)O2)=[CH:31][CH:30]=[CH:29][C:28]=1[N:42]1[CH2:50][C:49]2[C:44](=[CH:45][CH:46]=[C:47]([C:51]([CH3:54])([CH3:53])[CH3:52])[CH:48]=2)[C:43]1=[O:55])(=O)C.C(=O)([O-])[O-].[Na+].[Na+].C(=O)([O-])[O-].[K+].[K+], predict the reaction product. The product is: [C:51]([C:47]1[CH:48]=[C:49]2[C:44](=[CH:45][CH:46]=1)[C:43](=[O:55])[N:42]([C:28]1[CH:29]=[CH:30][CH:31]=[C:32]([C:2]3[CH:3]=[C:4]([NH:10][C:11]4[CH:16]=[CH:15][C:14]([N:17]5[CH2:20][CH:19]([OH:21])[CH2:18]5)=[CH:13][N:12]=4)[C:5](=[O:9])[N:6]([CH3:8])[CH:7]=3)[C:27]=1[CH2:26][OH:25])[CH2:50]2)([CH3:54])([CH3:52])[CH3:53]. (5) Given the reactants [CH2:1]([O:3][C:4]([C:6]1[N:7]=[C:8]([C:11]2([F:24])[CH2:16][CH2:15][N:14](C(OCCCC)=O)[CH2:13][CH2:12]2)[S:9][CH:10]=1)=[O:5])[CH3:2].[ClH:25], predict the reaction product. The product is: [Cl-:25].[CH2:1]([O:3][C:4]([C:6]1[N:7]=[C:8]([C:11]2([F:24])[CH2:16][CH2:15][NH2+:14][CH2:13][CH2:12]2)[S:9][CH:10]=1)=[O:5])[CH3:2]. (6) Given the reactants [OH:1][C:2]1[CH:28]=[CH:27][C:5]2[N:6]=[C:7]([C:9]3[N:14]=[CH:13][C:12]([O:15][CH2:16][C@@H:17]([NH:19][C:20](=[O:26])[O:21][C:22]([CH3:25])([CH3:24])[CH3:23])[CH3:18])=[CH:11][CH:10]=3)[O:8][C:4]=2[CH:3]=1.Br[CH2:30][C:31](=[O:33])[CH3:32], predict the reaction product. The product is: [CH3:18][C@H:17]([NH:19][C:20](=[O:26])[O:21][C:22]([CH3:23])([CH3:24])[CH3:25])[CH2:16][O:15][C:12]1[CH:13]=[N:14][C:9]([C:7]2[O:8][C:4]3[CH:3]=[C:2]([O:1][CH2:30][C:31](=[O:33])[CH3:32])[CH:28]=[CH:27][C:5]=3[N:6]=2)=[CH:10][CH:11]=1. (7) Given the reactants [C:1]([O:5][C:6]([N:8]1[CH2:15][C@@H:14]([CH3:16])[CH2:13][C@H:9]1[C:10]([OH:12])=O)=[O:7])([CH3:4])([CH3:3])[CH3:2].S(C1C=CC(C)=CC=1)(O)(=O)=O.[CH2:28]([O:35][C:36](=[O:39])[CH2:37][NH2:38])[C:29]1[CH:34]=[CH:33][CH:32]=[CH:31][CH:30]=1.C1CN([P+](ON2N=NC3C=CC=CC2=3)(N2CCCC2)N2CCCC2)CC1.F[P-](F)(F)(F)(F)F.CCN(C(C)C)C(C)C, predict the reaction product. The product is: [CH2:28]([O:35][C:36](=[O:39])[CH2:37][NH:38][C:10](=[O:12])[C@@H:9]1[CH2:13][C@H:14]([CH3:16])[CH2:15][N:8]1[C:6]([O:5][C:1]([CH3:2])([CH3:3])[CH3:4])=[O:7])[C:29]1[CH:34]=[CH:33][CH:32]=[CH:31][CH:30]=1. (8) Given the reactants F[C:2]1[CH:29]=[CH:28][C:5]([C:6]([NH:8][C:9]2[S:13][C:12]([NH:14][C:15]3[CH:16]=[C:17]4[C:22](=[CH:23][CH:24]=3)[N:21]=[CH:20][CH:19]=[CH:18]4)=[N:11][C:10]=2[C:25]([NH2:27])=[O:26])=[O:7])=[CH:4][CH:3]=1.[CH3:30][N:31]1[CH2:36][CH2:35][NH:34][CH2:33][CH2:32]1, predict the reaction product. The product is: [CH3:30][N:31]1[CH2:36][CH2:35][N:34]([C:2]2[CH:29]=[CH:28][C:5]([C:6]([NH:8][C:9]3[S:13][C:12]([NH:14][C:15]4[CH:16]=[C:17]5[C:22](=[CH:23][CH:24]=4)[N:21]=[CH:20][CH:19]=[CH:18]5)=[N:11][C:10]=3[C:25]([NH2:27])=[O:26])=[O:7])=[CH:4][CH:3]=2)[CH2:33][CH2:32]1.